Dataset: Reaction yield outcomes from USPTO patents with 853,638 reactions. Task: Predict the reaction yield, written as a fraction of the theoretical maximum amount of product (1.0 means a 100% yield; for example, 0.34 means a 34% yield). (1) The reactants are Cl.[F:2][C:3]1([F:21])[O:7][C:6]2[CH:8]=[CH:9][CH:10]=[C:11]([CH:12]3[CH2:15][C:14]4([CH2:20][CH2:19][NH:18][CH2:17][CH2:16]4)[CH2:13]3)[C:5]=2[O:4]1.C1([O:28][C:29](=O)[NH:30][C:31]2[O:35][N:34]=[C:33]([CH3:36])[C:32]=2[CH3:37])C=CC=CC=1. No catalyst specified. The product is [F:21][C:3]1([F:2])[O:7][C:6]2[CH:8]=[CH:9][CH:10]=[C:11]([CH:12]3[CH2:15][C:14]4([CH2:16][CH2:17][N:18]([C:29]([NH:30][C:31]5[O:35][N:34]=[C:33]([CH3:36])[C:32]=5[CH3:37])=[O:28])[CH2:19][CH2:20]4)[CH2:13]3)[C:5]=2[O:4]1. The yield is 0.670. (2) The reactants are [CH:1]1([CH2:4][N:5]2[CH2:30][CH2:29][C@:12]34[C:13]5[C:14]6[O:28][C@H:11]3[C:10](=[O:31])[CH:9]([CH3:32])[CH2:8][C@@:7]4([OH:33])[C@H:6]2[CH2:19][C:18]=5[CH:17]=[CH:16][C:15]=6[O:20]CC2C=CC=CC=2)[CH2:3][CH2:2]1. The catalyst is CO.[Pd]. The product is [CH:1]1([CH2:4][N:5]2[CH2:30][CH2:29][C@:12]34[C:13]5[C:14]6[O:28][C@H:11]3[C:10](=[O:31])[CH:9]([CH3:32])[CH2:8][C@@:7]4([OH:33])[C@H:6]2[CH2:19][C:18]=5[CH:17]=[CH:16][C:15]=6[OH:20])[CH2:2][CH2:3]1. The yield is 1.00.